From a dataset of Catalyst prediction with 721,799 reactions and 888 catalyst types from USPTO. Predict which catalyst facilitates the given reaction. Reactant: C(OC(=O)[NH:7][CH2:8][CH2:9][NH:10][C:11]([C:13]1[CH:14]=[N:15][CH:16]=[C:17]([C:19]2[S:23][C:22]([NH:24][C:25]3[C:30]([Cl:31])=[CH:29][CH:28]=[CH:27][N:26]=3)=[N:21][CH:20]=2)[CH:18]=1)=[O:12])(C)(C)C. Product: [NH2:7][CH2:8][CH2:9][NH:10][C:11](=[O:12])[C:13]1[CH:18]=[C:17]([C:19]2[S:23][C:22]([NH:24][C:25]3[C:30]([Cl:31])=[CH:29][CH:28]=[CH:27][N:26]=3)=[N:21][CH:20]=2)[CH:16]=[N:15][CH:14]=1. The catalyst class is: 330.